This data is from Reaction yield outcomes from USPTO patents with 853,638 reactions. The task is: Predict the reaction yield, written as a fraction of the theoretical maximum amount of product (1.0 means a 100% yield; for example, 0.34 means a 34% yield). The reactants are COC1C=CC(N2CCN(C)CC2)=C2C=1CCN(C(=O)CC1[CH:27]=[CH:26][C:25]([S:28]([NH:31][CH2:32][CH2:33][CH3:34])(=[O:30])=[O:29])=[CH:24]C=1)C2.[CH3:36]N(C=O)C.[C:41]([N:48]1[CH:52]=[CH:51]N=C1)([N:43]1[CH:47]=[CH:46]N=[CH:44]1)=[O:42].[CH3:53][O:54][C:55]1[CH:64]=[CH:63][C:62]([N:65]2[CH2:70][CH2:69][N:68]([CH3:71])[CH2:67][CH2:66]2)=[C:61]2[C:56]=1CCNC2.[C:72]([O:75][CH2:76][CH3:77])(=O)C. The catalyst is ClCCl. The product is [CH3:72][O:75][C:76]1[CH:77]=[CH:36][C:32]([NH:31][S:28]([C:25]2[CH:24]=[CH:51][C:52]([NH:48][C:41]([N:43]3[CH2:44][CH2:61][C:56]4[C:46](=[C:62]([N:65]5[CH2:66][CH2:67][N:68]([CH3:71])[CH2:69][CH2:70]5)[CH:63]=[CH:64][C:55]=4[O:54][CH3:53])[CH2:47]3)=[O:42])=[CH:27][CH:26]=2)(=[O:29])=[O:30])=[CH:33][CH:34]=1. The yield is 0.750.